Dataset: Forward reaction prediction with 1.9M reactions from USPTO patents (1976-2016). Task: Predict the product of the given reaction. (1) The product is: [CH2:23]([C@H:22]1[NH:25][C:26](=[O:32])[N:19]([C:16]2[CH:15]=[N:14][C:13]([O:12][C:7]3[C:6]4[C:2]([CH3:33])([CH3:1])[CH2:3][O:4][C:5]=4[C:10]([CH3:11])=[CH:9][CH:8]=3)=[N:18][CH:17]=2)[C:20]1=[O:21])[CH3:24]. Given the reactants [CH3:1][C:2]1([CH3:33])[C:6]2[C:7]([O:12][C:13]3[N:18]=[CH:17][C:16]([NH:19][C:20]([C@H:22]([NH:25][C:26](=[O:32])OC(C)(C)C)[CH2:23][CH3:24])=[O:21])=[CH:15][N:14]=3)=[CH:8][CH:9]=[C:10]([CH3:11])[C:5]=2[O:4][CH2:3]1.ClC(Cl)(OC(=O)OC(Cl)(Cl)Cl)Cl, predict the reaction product. (2) Given the reactants [C:1]1([CH2:7][CH2:8][CH2:9][C:10]#C)[CH:6]=[CH:5][CH:4]=[CH:3][CH:2]=1.C1(CCC#C)C=CC=CC=1.[N:22]([C:25]1[S:26][C:27]([C:31]([O:33][CH2:34][CH3:35])=[O:32])=[C:28]([CH3:30])[N:29]=1)=[N+:23]=[N-:24], predict the reaction product. The product is: [CH3:30][C:28]1[N:29]=[C:25]([N:22]2[CH:10]=[C:9]([CH2:8][CH2:7][C:1]3[CH:2]=[CH:3][CH:4]=[CH:5][CH:6]=3)[N:24]=[N:23]2)[S:26][C:27]=1[C:31]([O:33][CH2:34][CH3:35])=[O:32].